From a dataset of Forward reaction prediction with 1.9M reactions from USPTO patents (1976-2016). Predict the product of the given reaction. (1) Given the reactants [O:1]=[C:2]1[N:6]([C:7]2[CH:14]=[CH:13][C:10]([C:11]#[N:12])=[C:9]([C:15]([F:18])([F:17])[F:16])[CH:8]=2)[C@@H:5]2[CH2:19][CH2:20][CH2:21][CH2:22][C@H:4]2[NH:3]1.[F:23][C:24]1[CH:30]=[C:29](I)[CH:28]=[CH:27][C:25]=1[NH2:26], predict the reaction product. The product is: [NH2:26][C:25]1[CH:27]=[CH:28][C:29]([N:3]2[CH:4]3[CH2:22][CH2:21][CH2:20][CH2:19][CH:5]3[N:6]([C:7]3[CH:14]=[CH:13][C:10]([C:11]#[N:12])=[C:9]([C:15]([F:18])([F:16])[F:17])[CH:8]=3)[C:2]2=[O:1])=[CH:30][C:24]=1[F:23]. (2) Given the reactants [F:1][C:2]([F:32])([F:31])[C:3]1[CH:4]=[C:5]([C@H:13]([O:15][C@H:16]2[CH2:21][C:20](OC)=[N:19][CH2:18][C@@H:17]2[C:24]2[CH:29]=[CH:28][C:27]([F:30])=[CH:26][CH:25]=2)[CH3:14])[CH:6]=[C:7]([C:9]([F:12])([F:11])[F:10])[CH:8]=1.[C:33]([NH:36][NH2:37])(=O)[CH3:34], predict the reaction product. The product is: [F:1][C:2]([F:32])([F:31])[C:3]1[CH:4]=[C:5]([C@H:13]([O:15][C@@H:16]2[C@@H:17]([C:24]3[CH:25]=[CH:26][C:27]([F:30])=[CH:28][CH:29]=3)[CH2:18][N:19]3[C:33]([CH3:34])=[N:36][N:37]=[C:20]3[CH2:21]2)[CH3:14])[CH:6]=[C:7]([C:9]([F:11])([F:12])[F:10])[CH:8]=1. (3) Given the reactants [C:1]([O:5][C:6]([N:8]1[C@@H:12]([CH2:13][C:14]2[CH:19]=[CH:18][N:17]=[C:16]([CH3:20])[CH:15]=2)[C@@H:11]([CH2:21][O:22][Si](C(C)(C)C)(C)C)[O:10][C:9]1([CH3:31])[CH3:30])=[O:7])([CH3:4])([CH3:3])[CH3:2].[OH:22][CH2:21][C@H:11]1[O:10][C:9]([CH3:31])([CH3:30])[N:8]([C:6]([O:5][C:1]([CH3:3])([CH3:4])[CH3:2])=[O:7])[C@H:12]1[CH2:13][C:14]1[CH:19]=[CH:18][N:17]=[C:16]([CH3:20])[CH:15]=1.CCCC[N+](CCCC)(CCCC)CCCC.[F-], predict the reaction product. The product is: [OH:22][CH2:21][C@H:11]1[O:10][C:9]([CH3:30])([CH3:31])[N:8]([C:6]([O:5][C:1]([CH3:3])([CH3:4])[CH3:2])=[O:7])[C@H:12]1[CH2:13][C:14]1[CH:19]=[CH:18][N:17]=[C:16]([CH3:20])[CH:15]=1. (4) Given the reactants [NH2:1][CH2:2][CH:3]([CH2:9][C:10]1[CH:15]=[CH:14][CH:13]=[CH:12][CH:11]=1)[C:4]([O:6][CH2:7][CH3:8])=[O:5].[C:16](O[C:16]([O:18][C:19]([CH3:22])([CH3:21])[CH3:20])=[O:17])([O:18][C:19]([CH3:22])([CH3:21])[CH3:20])=[O:17].C(N(CC)CC)C.O, predict the reaction product. The product is: [CH2:9]([CH:3]([CH2:2][NH:1][C:16]([O:18][C:19]([CH3:22])([CH3:21])[CH3:20])=[O:17])[C:4]([O:6][CH2:7][CH3:8])=[O:5])[C:10]1[CH:11]=[CH:12][CH:13]=[CH:14][CH:15]=1. (5) Given the reactants [CH3:1][C:2]1[S:3][C:4]([C:8]([O:10]CC)=O)=[C:5]([CH3:7])[N:6]=1.Cl.[CH2:14]([NH2:16])[CH3:15].C(N(CC)CC)C, predict the reaction product. The product is: [CH2:14]([NH:16][C:8]([C:4]1[S:3][C:2]([CH3:1])=[N:6][C:5]=1[CH3:7])=[O:10])[CH3:15]. (6) Given the reactants C(NCC(O)=O)(OC(C)(C)C)=O.Cl.C(OC(=O)[C@@H]1CCCN1)C1C=CC=CC=1.[CH2:29]([O:36][C:37]([C@@H:39]1[CH2:43][CH2:42][CH2:41][N:40]1[C:44](=[O:60])[C@H:45]([NH:52][C:53]([O:55][C:56]([CH3:59])([CH3:58])[CH3:57])=[O:54])C1C=CC=CC=1)=[O:38])[C:30]1[CH:35]=[CH:34][CH:33]=[CH:32][CH:31]=1, predict the reaction product. The product is: [CH2:29]([O:36][C:37]([C@@H:39]1[CH2:43][CH2:42][CH2:41][N:40]1[C:44](=[O:60])[CH2:45][NH:52][C:53]([O:55][C:56]([CH3:58])([CH3:57])[CH3:59])=[O:54])=[O:38])[C:30]1[CH:31]=[CH:32][CH:33]=[CH:34][CH:35]=1.